Dataset: Forward reaction prediction with 1.9M reactions from USPTO patents (1976-2016). Task: Predict the product of the given reaction. (1) Given the reactants C([O:9][CH2:10][CH2:11][O:12][CH2:13][CH2:14][N:15]1[C:23]2[C:22]([NH:24][C:25]3[CH:45]=[CH:44][C:28]([O:29][C:30]4[CH:31]=[C:32]([CH:37]=[C:38]([C:40]([F:43])([F:42])[F:41])[CH:39]=4)[C:33]([O:35]C)=[O:34])=[C:27]([Cl:46])[CH:26]=3)=[N:21][CH:20]=[N:19][C:18]=2[CH:17]=[CH:16]1)(=O)C1C=CC=CC=1.CO.[OH-].[Na+].Cl, predict the reaction product. The product is: [Cl:46][C:27]1[CH:26]=[C:25]([NH:24][C:22]2[C:23]3[N:15]([CH2:14][CH2:13][O:12][CH2:11][CH2:10][OH:9])[CH:16]=[CH:17][C:18]=3[N:19]=[CH:20][N:21]=2)[CH:45]=[CH:44][C:28]=1[O:29][C:30]1[CH:31]=[C:32]([CH:37]=[C:38]([C:40]([F:41])([F:42])[F:43])[CH:39]=1)[C:33]([OH:35])=[O:34]. (2) Given the reactants [NH2:1][CH2:2][C:3]1[CH:11]=[CH:10][C:6]([C:7]([OH:9])=[O:8])=[CH:5][CH:4]=1.O=S(Cl)Cl.[CH3:16]O, predict the reaction product. The product is: [NH2:1][CH2:2][C:3]1[CH:4]=[CH:5][C:6]([C:7]([O:9][CH3:16])=[O:8])=[CH:10][CH:11]=1. (3) The product is: [C:11]1([C:17]2[C:21]3[C:4](=[O:6])[C:3]4[C:2](=[CH:10][CH:9]=[CH:8][CH:7]=4)[NH:22][C:20]=3[N:19]([C:23]3[CH:28]=[CH:27][CH:26]=[CH:25][N:24]=3)[N:18]=2)[CH:12]=[CH:13][CH:14]=[CH:15][CH:16]=1. Given the reactants I[C:2]1[CH:10]=[CH:9][CH:8]=[CH:7][C:3]=1[C:4]([OH:6])=O.[C:11]1([C:17]2[CH:21]=[C:20]([NH2:22])[N:19]([C:23]3[CH:28]=[CH:27][CH:26]=[CH:25][N:24]=3)[N:18]=2)[CH:16]=[CH:15][CH:14]=[CH:13][CH:12]=1.C(CC#N)(=O)C1C=CC=CC=1.N(C1C=CC=CN=1)N, predict the reaction product. (4) Given the reactants C[Si]([N-][Si](C)(C)C)(C)C.[Na+].[CH2:11]([C@H:18]1[CH2:22][O:21][C:20](=[O:23])[N:19]1[C:24](=[O:52])[C@@H:25]([CH2:44][C:45]1[CH:50]=[CH:49][C:48]([F:51])=[CH:47][CH:46]=1)/[CH:26]=[CH:27]/[CH2:28][C:29]([N:31]1[C@@H:35]([CH2:36][C:37]2[CH:42]=[CH:41][CH:40]=[CH:39][CH:38]=2)[CH2:34][O:33][C:32]1=[O:43])=[O:30])[C:12]1[CH:17]=[CH:16][CH:15]=[CH:14][CH:13]=1.[CH2:53](I)[CH:54]=[CH2:55], predict the reaction product. The product is: [CH2:55]([C@@H:28](/[CH:27]=[CH:26]/[C@H:25]([CH2:44][C:45]1[CH:50]=[CH:49][C:48]([F:51])=[CH:47][CH:46]=1)[C:24]([N:19]1[C@@H:18]([CH2:11][C:12]2[CH:17]=[CH:16][CH:15]=[CH:14][CH:13]=2)[CH2:22][O:21][C:20]1=[O:23])=[O:52])[C:29]([N:31]1[C@@H:35]([CH2:36][C:37]2[CH:42]=[CH:41][CH:40]=[CH:39][CH:38]=2)[CH2:34][O:33][C:32]1=[O:43])=[O:30])[CH:54]=[CH2:53]. (5) Given the reactants F[C:2](F)(F)[C:3]([OH:5])=O.O[CH:9]1[CH2:12][N:11](C(OC(C)(C)C)=O)[CH2:10]1, predict the reaction product. The product is: [NH:11]1[CH2:10][CH:9]([O:5][C:3]2[CH:2]=[CH:12][CH:9]=[CH:10][N:11]=2)[CH2:12]1. (6) Given the reactants [CH:1]1([OH:5])[CH2:4][CH2:3][CH2:2]1.Cl[C:7](Cl)([O:9]C(=O)OC(Cl)(Cl)Cl)Cl.CCN(CC)CC.[CH3:25][C@@H:26]1[NH:32][CH2:31][C:30]2[CH:33]=[CH:34][C:35]([C:37]([O:39][CH3:40])=[O:38])=[CH:36][C:29]=2[O:28][CH2:27]1, predict the reaction product. The product is: [CH3:25][C@@H:26]1[N:32]([C:7]([O:5][CH:1]2[CH2:4][CH2:3][CH2:2]2)=[O:9])[CH2:31][C:30]2[CH:33]=[CH:34][C:35]([C:37]([O:39][CH3:40])=[O:38])=[CH:36][C:29]=2[O:28][CH2:27]1.